Dataset: Reaction yield outcomes from USPTO patents with 853,638 reactions. Task: Predict the reaction yield, written as a fraction of the theoretical maximum amount of product (1.0 means a 100% yield; for example, 0.34 means a 34% yield). (1) The reactants are [CH3:1][N:2]1[CH2:7][CH2:6][C:5]([CH2:9][O:10][C:11]2[C:19]3[C:18]4[CH:20]=[C:21]([C:24]#[N:25])[N:22]=[CH:23][C:17]=4[NH:16][C:15]=3[N:14]=[CH:13][CH:12]=2)([CH3:8])[CH2:4][CH2:3]1.C([O-])(=O)C.[Na+].[Br:31]Br.[OH-].[Na+]. The catalyst is C(O)(=O)C.O. The product is [Br:31][C:12]1[CH:13]=[N:14][C:15]2[NH:16][C:17]3[CH:23]=[N:22][C:21]([C:24]#[N:25])=[CH:20][C:18]=3[C:19]=2[C:11]=1[O:10][CH2:9][C:5]1([CH3:8])[CH2:6][CH2:7][N:2]([CH3:1])[CH2:3][CH2:4]1. The yield is 0.380. (2) The reactants are [C:1]([N:4]1[C:12]2[C:7](=[CH:8][CH:9]=[CH:10][CH:11]=2)[CH2:6][C:5]1=O)(=[O:3])[CH3:2].I[CH3:15].[C:16](=[O:19])([O-])[O-].[K+].[K+]. The catalyst is CS(C)=O.O. The product is [C:1]([N:4]1[C:12]2[C:7](=[CH:8][CH:9]=[CH:10][CH:11]=2)[C:6]([CH3:15])([CH3:5])[C:16]1=[O:19])(=[O:3])[CH3:2]. The yield is 0.840. (3) The reactants are C([O:5][C:6](=[O:39])[CH:7]([NH:11][S:12]([C:15]1[CH:20]=[CH:19][C:18]([C:21]2[CH:26]=[CH:25][C:24]([CH2:27][O:28][C:29]3[N:30]=[CH:31][C:32]4[C:37]([CH:38]=3)=[CH:36][CH:35]=[CH:34][CH:33]=4)=[CH:23][CH:22]=2)=[CH:17][CH:16]=1)(=[O:14])=[O:13])[CH:8]([CH3:10])[CH3:9])(C)(C)C.C(O)(C(F)(F)F)=O. The catalyst is ClCCl. The product is [CH:31]1[C:32]2[C:37](=[CH:36][CH:35]=[CH:34][CH:33]=2)[CH:38]=[C:29]([O:28][CH2:27][C:24]2[CH:25]=[CH:26][C:21]([C:18]3[CH:19]=[CH:20][C:15]([S:12]([NH:11][CH:7]([CH:8]([CH3:10])[CH3:9])[C:6]([OH:39])=[O:5])(=[O:13])=[O:14])=[CH:16][CH:17]=3)=[CH:22][CH:23]=2)[N:30]=1. The yield is 0.140. (4) The reactants are [Cl:1][C:2]1[CH:7]=[C:6]([F:8])[CH:5]=[C:4]([O:9][CH3:10])[C:3]=1[C:11]1[N:12]=[C:13]([NH2:16])[S:14][CH:15]=1.Cl.[C:18](Cl)(=[O:25])[C:19]1[CH:24]=[CH:23][N:22]=[CH:21][CH:20]=1. The catalyst is C(Cl)Cl.CN(C1C=CN=CC=1)C. The product is [Cl:1][C:2]1[CH:7]=[C:6]([F:8])[CH:5]=[C:4]([O:9][CH3:10])[C:3]=1[C:11]1[N:12]=[C:13]([NH:16][C:18](=[O:25])[C:19]2[CH:24]=[CH:23][N:22]=[CH:21][CH:20]=2)[S:14][CH:15]=1. The yield is 0.390. (5) The product is [CH:1]1([CH:4]([C:6]2[CH:11]=[CH:10][CH:9]=[CH:8][C:7]=2[CH3:12])[NH:5][C:34]([C:31]2[CH:32]=[C:33]3[C:28](=[CH:29][CH:30]=2)[NH:27][N:26]=[C:25]3[C:22]2[CH:23]=[CH:24][C:19]([N:16]3[CH2:17][CH2:18][O:13][CH2:14][CH2:15]3)=[CH:20][CH:21]=2)=[O:35])[CH2:2][CH2:3]1. The reactants are [CH:1]1([CH:4]([C:6]2[CH:11]=[CH:10][CH:9]=[CH:8][C:7]=2[CH3:12])[NH2:5])[CH2:3][CH2:2]1.[O:13]1[CH2:18][CH2:17][N:16]([C:19]2[CH:24]=[CH:23][C:22]([C:25]3[C:33]4[C:28](=[CH:29][CH:30]=[C:31]([C:34](O)=[O:35])[CH:32]=4)[NH:27][N:26]=3)=[CH:21][CH:20]=2)[CH2:15][CH2:14]1.CN(C(ON1N=NC2C=CC=CC1=2)=[N+](C)C)C.[B-](F)(F)(F)F.CCN(C(C)C)C(C)C. The yield is 0.380. The catalyst is CN(C=O)C. (6) The reactants are [Br:1][C:2]1[CH:3]=[CH:4][C:5]([OH:11])=[C:6]([C:8](=[O:10])[CH3:9])[CH:7]=1.[CH:12](=O)[C:13]1[CH:18]=[CH:17][N:16]=[CH:15][CH:14]=1.[OH-].[Na+].Cl. The catalyst is CCO.O. The product is [Br:1][C:2]1[CH:3]=[CH:4][C:5]([OH:11])=[C:6]([C:8](=[O:10])/[CH:9]=[CH:12]/[C:13]2[CH:18]=[CH:17][N:16]=[CH:15][CH:14]=2)[CH:7]=1. The yield is 0.400. (7) The reactants are [CH3:1][C:2]1[CH:3]=[C:4]([C:33]2[CH:34]=[C:35]([CH:40]=[CH:41][CH:42]=2)[C:36]([O:38]C)=[O:37])[CH:5]=[CH:6][C:7]=1[O:8][C@@H:9]1[C@:14]([O:16][C:17](=[O:19])[CH3:18])([CH3:15])[C@@H:13]([O:20][C:21](=[O:23])[CH3:22])[C@H:12]([O:24][C:25](=[O:27])[CH3:26])[C@@H:11]([CH2:28][O:29][C:30](=[O:32])[CH3:31])[O:10]1.[OH-].[Na+].CC(OC(C)=O)=O. The catalyst is CO.N1C=CC=CC=1.CN(C1C=CN=CC=1)C.Cl.CCOC(C)=O. The product is [CH3:1][C:2]1[CH:3]=[C:4]([C:33]2[CH:42]=[CH:41][CH:40]=[C:35]([C:36]([OH:38])=[O:37])[CH:34]=2)[CH:5]=[CH:6][C:7]=1[O:8][C@@H:9]1[C@:14]([O:16][C:17](=[O:19])[CH3:18])([CH3:15])[C@@H:13]([O:20][C:21](=[O:23])[CH3:22])[C@H:12]([O:24][C:25](=[O:27])[CH3:26])[C@@H:11]([CH2:28][O:29][C:30](=[O:32])[CH3:31])[O:10]1. The yield is 0.730. (8) The reactants are [CH3:1][C:2]([CH3:13])([C:4](=[O:12])[CH2:5][C:6](=[O:11])[C:7]([CH3:10])([CH3:9])[CH3:8])[CH3:3].[Cl-].[Cl-].[Cl-].[Cl-].[Zr+4:18].O.[OH-].[Na+]. The catalyst is CO. The product is [CH3:1][C:2]([CH3:13])([CH3:3])/[C:4](/[OH:12])=[CH:5]/[C:6]([C:7]([CH3:10])([CH3:9])[CH3:8])=[O:11].[CH3:1][C:2]([CH3:13])([CH3:3])/[C:4](/[OH:12])=[CH:5]/[C:6]([C:7]([CH3:10])([CH3:9])[CH3:8])=[O:11].[CH3:1][C:2]([CH3:13])([CH3:3])/[C:4](/[OH:12])=[CH:5]/[C:6]([C:7]([CH3:10])([CH3:9])[CH3:8])=[O:11].[CH3:1][C:2]([CH3:13])([CH3:3])/[C:4](/[OH:12])=[CH:5]/[C:6]([C:7]([CH3:10])([CH3:9])[CH3:8])=[O:11].[Zr:18]. The yield is 0.982. (9) The reactants are [Cl:1][C:2]1[CH:7]=[CH:6][CH:5]=[C:4]([Cl:8])[C:3]=1[C:9]1[C:13]([CH2:14][O:15][C:16]2[CH:21]=[CH:20][C:19]([C:22]3[CH:23]=[C:24]4[C:29](=[CH:30][CH:31]=3)[N:28]=[C:27]([C:32]([O:34]C)=[O:33])[CH:26]=[CH:25]4)=[CH:18][CH:17]=2)=[C:12]([CH:36]([CH3:38])[CH3:37])[O:11][N:10]=1.[OH-].[Na+].CO.Cl. The catalyst is O.C1COCC1. The product is [Cl:8][C:4]1[CH:5]=[CH:6][CH:7]=[C:2]([Cl:1])[C:3]=1[C:9]1[C:13]([CH2:14][O:15][C:16]2[CH:21]=[CH:20][C:19]([C:22]3[CH:23]=[C:24]4[C:29](=[CH:30][CH:31]=3)[N:28]=[C:27]([C:32]([OH:34])=[O:33])[CH:26]=[CH:25]4)=[CH:18][CH:17]=2)=[C:12]([CH:36]([CH3:38])[CH3:37])[O:11][N:10]=1. The yield is 0.680. (10) The yield is 0.500. The reactants are [Br:1][C:2]1[CH:3]=[C:4]([CH3:12])[C:5]([C:8]([O:10][CH3:11])=[O:9])=[N:6][CH:7]=1.[Br:13]N1C(=O)CCC1=O. The catalyst is C(Cl)(Cl)(Cl)Cl. The product is [Br:1][C:2]1[CH:3]=[C:4]([CH2:12][Br:13])[C:5]([C:8]([O:10][CH3:11])=[O:9])=[N:6][CH:7]=1.